Dataset: Forward reaction prediction with 1.9M reactions from USPTO patents (1976-2016). Task: Predict the product of the given reaction. (1) Given the reactants CN(C)C=O.Br[CH2:7][CH:8]1[CH2:13][CH2:12][N:11]([C:14]([O:16][C:17]([CH3:20])([CH3:19])[CH3:18])=[O:15])[CH2:10][CH2:9]1.C(=O)([O-])[O-].[K+].[K+].[NH2:27][C:28]1[CH:47]=[CH:46][C:31]([O:32][C:33]2[C:42]3[C:37](=[CH:38][C:39]([OH:45])=[C:40]([C:43]#[N:44])[CH:41]=3)[N:36]=[CH:35][CH:34]=2)=[CH:30][C:29]=1[F:48], predict the reaction product. The product is: [C:17]([O:16][C:14]([N:11]1[CH2:12][CH2:13][CH:8]([CH2:7][O:45][C:39]2[CH:38]=[C:37]3[C:42]([C:33]([O:32][C:31]4[CH:46]=[CH:47][C:28]([NH2:27])=[C:29]([F:48])[CH:30]=4)=[CH:34][CH:35]=[N:36]3)=[CH:41][C:40]=2[C:43]#[N:44])[CH2:9][CH2:10]1)=[O:15])([CH3:20])([CH3:19])[CH3:18]. (2) Given the reactants [C:1]([O:4][C@@H:5]1[C@@H:10]([O:11][C:12](=[O:14])[CH3:13])[C@H:9]([O:15][C:16](=[O:18])[CH3:17])[C@@H:8]([CH2:19][O:20][C:21](=[O:23])[CH3:22])[O:7][C@H:6]1[N:24]1[C:32]2[C:27](=[CH:28][CH:29]=[CH:30][CH:31]=2)[C:26]([C:33]([C:35]2[S:39][C:38]3[CH:40]=[CH:41][CH:42]=[CH:43][C:37]=3[CH:36]=2)=O)=[CH:25]1)(=[O:3])[CH3:2].[BH4-].[Na+], predict the reaction product. The product is: [C:1]([O:4][C@@H:5]1[C@@H:10]([O:11][C:12](=[O:14])[CH3:13])[C@H:9]([O:15][C:16](=[O:18])[CH3:17])[C@@H:8]([CH2:19][O:20][C:21](=[O:23])[CH3:22])[O:7][C@H:6]1[N:24]1[C:32]2[C:27](=[CH:28][CH:29]=[CH:30][CH:31]=2)[C:26]([CH2:33][C:35]2[S:39][C:38]3[CH:40]=[CH:41][CH:42]=[CH:43][C:37]=3[CH:36]=2)=[CH:25]1)(=[O:3])[CH3:2]. (3) Given the reactants [F:1][C:2]1[CH:3]=[C:4]2[C:9](=[CH:10][CH:11]=1)[C:8]([N:12]1[CH2:17][CH2:16][N:15]([C:18]([O:20][CH2:21][C:22]3[CH:27]=[CH:26][CH:25]=[CH:24][CH:23]=3)=[O:19])[C@H:14]([CH3:28])[CH2:13]1)=[CH:7][CH:6]=[C:5]2I.C1C=CC(S(N(S(C2C=CC=CC=2)(=O)=O)[F:40])(=O)=O)=CC=1, predict the reaction product. The product is: [F:40][C:5]1[C:4]2[C:9](=[CH:10][CH:11]=[C:2]([F:1])[CH:3]=2)[C:8]([N:12]2[CH2:17][CH2:16][N:15]([C:18]([O:20][CH2:21][C:22]3[CH:27]=[CH:26][CH:25]=[CH:24][CH:23]=3)=[O:19])[C@H:14]([CH3:28])[CH2:13]2)=[CH:7][CH:6]=1. (4) Given the reactants Cl.[NH:2]([CH2:4][C:5]([O:7]CC)=[O:6])[NH2:3].CN(C)/[CH:12]=[CH:13]/[C:14]([C:16]1[CH:21]=[CH:20][CH:19]=[CH:18][CH:17]=1)=O.C([O-])([O-])=O.[K+].[K+].Cl, predict the reaction product. The product is: [C:16]1([C:14]2[N:2]([CH2:4][C:5]([OH:7])=[O:6])[N:3]=[CH:12][CH:13]=2)[CH:21]=[CH:20][CH:19]=[CH:18][CH:17]=1. (5) Given the reactants Br[CH2:2][CH2:3][CH2:4][CH2:5][CH2:6][CH2:7][C:8]1[C:14]2[CH:15]=[CH:16][C:17]([OH:19])=[CH:18][C:13]=2[CH2:12][CH2:11][CH2:10][C:9]=1[C:20]1[CH:25]=[CH:24][CH:23]=[C:22]([OH:26])[CH:21]=1.[F:27][C:28]([F:42])([F:41])[CH2:29][CH2:30][S:31]([CH2:34][CH2:35][CH2:36][NH:37][CH2:38][CH2:39][OH:40])(=[O:33])=[O:32], predict the reaction product. The product is: [OH:40][CH2:39][CH2:38][N:37]([CH2:36][CH2:35][CH2:34][S:31]([CH2:30][CH2:29][C:28]([F:42])([F:27])[F:41])(=[O:32])=[O:33])[CH2:2][CH2:3][CH2:4][CH2:5][CH2:6][CH2:7][C:8]1[C:14]2[CH:15]=[CH:16][C:17]([OH:19])=[CH:18][C:13]=2[CH2:12][CH2:11][CH2:10][C:9]=1[C:20]1[CH:25]=[CH:24][CH:23]=[C:22]([OH:26])[CH:21]=1. (6) Given the reactants [CH3:1][O:2][CH2:3][CH:4]([CH3:35])[O:5][C:6]1[CH:7]=[C:8]([O:24][C:25]2[CH:26]=[N:27][C:28]([S:31]([CH3:34])(=[O:33])=[O:32])=[CH:29][CH:30]=2)[CH:9]=[C:10]2[C:14]=1[NH:13][C:12]([C:15]1[S:16][CH:17]([CH2:20][C:21](O)=[O:22])[CH2:18][N:19]=1)=[CH:11]2.Cl.[CH2:37]([N:39]=C=NCCCN(C)C)C.ON1C2C=CC=CC=2N=N1.Cl.CN, predict the reaction product. The product is: [CH3:1][O:2][CH2:3][CH:4]([CH3:35])[O:5][C:6]1[CH:7]=[C:8]([O:24][C:25]2[CH:26]=[N:27][C:28]([S:31]([CH3:34])(=[O:33])=[O:32])=[CH:29][CH:30]=2)[CH:9]=[C:10]2[C:14]=1[NH:13][C:12]([C:15]1[S:16][CH:17]([CH2:20][C:21]([NH:39][CH3:37])=[O:22])[CH2:18][N:19]=1)=[CH:11]2.